Dataset: Full USPTO retrosynthesis dataset with 1.9M reactions from patents (1976-2016). Task: Predict the reactants needed to synthesize the given product. (1) Given the product [CH3:1][O:2][C:3]1[CH:4]=[C:5]([C:15]2[N:19]3[CH2:20][CH2:21][CH2:22][C:23]([CH3:36])([C:24]4[CH:25]=[CH:26][C:27]([C:30]([F:33])([F:32])[F:31])=[CH:28][CH:29]=4)[C:18]3=[N:17][N:16]=2)[CH:6]=[CH:7][C:8]=1[C:9]1[O:13][C:12]([CH3:14])=[N:11][CH:10]=1, predict the reactants needed to synthesize it. The reactants are: [CH3:1][O:2][C:3]1[CH:4]=[C:5]([C:15]2[N:19]3[CH2:20][CH2:21][CH2:22][CH:23]([C:24]4[CH:29]=[CH:28][C:27]([C:30]([F:33])([F:32])[F:31])=[CH:26][CH:25]=4)[C:18]3=[N:17][N:16]=2)[CH:6]=[CH:7][C:8]=1[C:9]1[O:13][C:12]([CH3:14])=[N:11][CH:10]=1.[H-].[Na+].[CH3:36]I.O. (2) Given the product [NH2:7][C:8]1[N:9]=[CH:10][C:11]([CH2:14][NH:15][C:16]([C:18]2[C:19]3[CH:20]=[N:21][N:22]([C:27]4[CH:28]=[CH:29][C:30]([F:33])=[CH:31][CH:32]=4)[C:23]=3[CH:24]=[CH:25][CH:26]=2)=[O:17])=[CH:12][CH:13]=1, predict the reactants needed to synthesize it. The reactants are: C(OC(=O)[NH:7][C:8]1[CH:13]=[CH:12][C:11]([CH2:14][NH:15][C:16]([C:18]2[C:19]3[CH:20]=[N:21][N:22]([C:27]4[CH:32]=[CH:31][C:30]([F:33])=[CH:29][CH:28]=4)[C:23]=3[CH:24]=[CH:25][CH:26]=2)=[O:17])=[CH:10][N:9]=1)(C)(C)C.C(OC(=O)NC1C=CC(CN)=CN=1)(C)(C)C.Cl.O1CCOCC1. (3) Given the product [N:1]1([CH2:7][CH2:8][CH2:9][O:10][C:11]2[CH:16]=[CH:15][C:14]([CH2:17][C:18]3[CH:19]=[C:20]([NH2:21])[NH:25][N:26]=3)=[CH:13][CH:12]=2)[CH2:6][CH2:5][O:4][CH2:3][CH2:2]1, predict the reactants needed to synthesize it. The reactants are: [N:1]1([CH2:7][CH2:8][CH2:9][O:10][C:11]2[CH:16]=[CH:15][C:14]([CH2:17][C:18](=O)[CH2:19][C:20]#[N:21])=[CH:13][CH:12]=2)[CH2:6][CH2:5][O:4][CH2:3][CH2:2]1.NC1C=C[NH:26][N:25]=1.NN. (4) Given the product [I:1][C:2]1[CH:3]=[CH:4][C:5]2[N:6]([C:8]([CH3:15])=[C:9]([C:11]([OH:13])=[O:12])[N:10]=2)[N:7]=1, predict the reactants needed to synthesize it. The reactants are: [I:1][C:2]1[CH:3]=[CH:4][C:5]2[N:6]([C:8]([CH3:15])=[C:9]([C:11]([O:13]C)=[O:12])[N:10]=2)[N:7]=1. (5) Given the product [CH3:8][O:7][C:5](=[O:6])[CH2:4][NH:3][C:25]([C:15]1[C:24]2[C:19](=[CH:20][CH:21]=[CH:22][CH:23]=2)[CH:18]=[CH:17][CH:16]=1)=[O:26], predict the reactants needed to synthesize it. The reactants are: Cl.C[NH:3][CH2:4][C:5]([OH:7])=[O:6].[CH2:8](N(CC)CC)C.[C:15]1([C:25](Cl)=[O:26])[C:24]2[C:19](=[CH:20][CH:21]=[CH:22][CH:23]=2)[CH:18]=[CH:17][CH:16]=1.Cl. (6) Given the product [O:34]1[C:33]2[CH:32]=[CH:31][C:30]([NH:35][C:36]([NH:1][C:2]3[C:7]4=[CH:8][C:9]5[C:10]6[C:15]([C:14](=[O:16])[N:13]([CH2:17][CH2:18][N:19]([CH3:20])[CH3:21])[C:12](=[O:22])[C:11]=6[CH:23]=[CH:24][CH:25]=5)=[C:6]4[CH:5]=[CH:4][CH:3]=3)=[O:37])=[CH:29][C:28]=2[O:27][CH2:26]1, predict the reactants needed to synthesize it. The reactants are: [NH2:1][C:2]1[C:7]2=[CH:8][C:9]3[C:10]4[C:15]([C:14](=[O:16])[N:13]([CH2:17][CH2:18][N:19]([CH3:21])[CH3:20])[C:12](=[O:22])[C:11]=4[CH:23]=[CH:24][CH:25]=3)=[C:6]2[CH:5]=[CH:4][CH:3]=1.[CH2:26]1[O:34][C:33]2[CH:32]=[CH:31][C:30]([N:35]=[C:36]=[O:37])=[CH:29][C:28]=2[O:27]1. (7) Given the product [Br:1][C:2]1[C:12]2[C:13]3[C:5]([CH:6]=[CH:7][C:8]=3[CH:9]=[CH:10][CH:11]=2)=[CH:4][CH:3]=1, predict the reactants needed to synthesize it. The reactants are: [Br:1][C:2]1[C:12]2[C:13]3[C:5]([CH2:6][CH2:7][C:8]=3[CH:9]=[CH:10][CH:11]=2)=[CH:4][CH:3]=1.ClC1C(=O)C(C#N)=C(C#N)C(=O)C=1Cl.